From a dataset of Peptide-MHC class II binding affinity with 134,281 pairs from IEDB. Regression. Given a peptide amino acid sequence and an MHC pseudo amino acid sequence, predict their binding affinity value. This is MHC class II binding data. The MHC is DRB1_0802 with pseudo-sequence DRB1_0802. The peptide sequence is HLGKLELDFNYCEGT. The binding affinity (normalized) is 0.351.